Dataset: Forward reaction prediction with 1.9M reactions from USPTO patents (1976-2016). Task: Predict the product of the given reaction. (1) The product is: [C:1]([O:5][C:6](=[O:18])[N:7]([CH3:8])[C:9]1[CH:14]=[CH:13][CH:12]=[C:11]([CH2:15][CH2:16][O:17][C:22]2[CH:23]=[CH:24][C:25]([N+:26]([O-:28])=[O:27])=[C:20]([CH3:19])[CH:21]=2)[N:10]=1)([CH3:3])([CH3:2])[CH3:4]. Given the reactants [C:1]([O:5][C:6](=[O:18])[N:7]([C:9]1[CH:14]=[CH:13][CH:12]=[C:11]([CH2:15][CH2:16][OH:17])[N:10]=1)[CH3:8])([CH3:4])([CH3:3])[CH3:2].[CH3:19][C:20]1[CH:21]=[C:22](O)[CH:23]=[CH:24][C:25]=1[N+:26]([O-:28])=[O:27], predict the reaction product. (2) The product is: [Cl:1][C:2]1[N:3]([S:15]([C:18]2[CH:23]=[CH:22][CH:21]=[CH:20][CH:19]=2)(=[O:17])=[O:16])[C:4]([C:9]2[CH:10]=[CH:11][CH:12]=[CH:13][CH:14]=2)=[CH:5][C:6]=1[CH:7]=[O:8]. Given the reactants [Cl:1][C:2]1[N:3]([S:15]([C:18]2[CH:23]=[CH:22][CH:21]=[CH:20][CH:19]=2)(=[O:17])=[O:16])[C:4]([C:9]2[CH:14]=[CH:13][CH:12]=[CH:11][CH:10]=2)=[CH:5][C:6]=1[CH2:7][OH:8].C[N+]1([O-])CCOCC1, predict the reaction product. (3) Given the reactants [F:1][C:2]1[CH:7]=[CH:6][C:5]([C:8]2[O:25][C:11]3=[N:12][C:13]([N:19]([CH3:24])[S:20]([CH3:23])(=[O:22])=[O:21])=[C:14](C(C)=C)[CH:15]=[C:10]3[C:9]=2[C:26]([NH:28][CH3:29])=[O:27])=[CH:4][CH:3]=1.C[N+]1([O-])CC[O:34]CC1.[CH3:38][C:39]([CH3:41])=[O:40], predict the reaction product. The product is: [OH:34][CH2:38][C:39]([C:14]1[CH:15]=[C:10]2[C:9]([C:26]([NH:28][CH3:29])=[O:27])=[C:8]([C:5]3[CH:6]=[CH:7][C:2]([F:1])=[CH:3][CH:4]=3)[O:25][C:11]2=[N:12][C:13]=1[N:19]([CH3:24])[S:20]([CH3:23])(=[O:22])=[O:21])([OH:40])[CH3:41]. (4) Given the reactants [OH:1][C@H:2]1[CH2:6][NH:5][C@@H:4]([C:7]([OH:9])=[O:8])[CH2:3]1.[OH-].[Na+].[CH3:12][C:13]([O:16][C:17](O[C:17]([O:16][C:13]([CH3:15])([CH3:14])[CH3:12])=[O:18])=[O:18])([CH3:15])[CH3:14].C(O)(=O)CC(CC(O)=O)(C(O)=O)O, predict the reaction product. The product is: [C:13]([O:16][C:17]([N:5]1[CH2:6][C@H:2]([OH:1])[CH2:3][C@@H:4]1[C:7]([OH:9])=[O:8])=[O:18])([CH3:15])([CH3:14])[CH3:12]. (5) Given the reactants [C:1]([C:4]1[C:12]2[C:7](=[CH:8][CH:9]=[CH:10][CH:11]=2)[N:6]([CH2:13][C:14]([N:16]2[C@H:21]([C:22](=[O:36])[NH:23][C:24]3[CH:29]=[CH:28][CH:27]=[C:26]([O:30][C:31]([F:34])([F:33])[F:32])[C:25]=3[F:35])[CH2:20][C@:19]3([CH2:37][O:38]C(=O)CN4C5C(=CC=CC=5)C(C(=O)N)=N4)[C@H:17]2[CH2:18]3)=[O:15])[N:5]=1)(=[O:3])[NH2:2].[OH-].[Na+].CCOC(C)=O, predict the reaction product. The product is: [F:35][C:25]1[C:26]([O:30][C:31]([F:33])([F:34])[F:32])=[CH:27][CH:28]=[CH:29][C:24]=1[NH:23][C:22]([C@@H:21]1[CH2:20][C@:19]2([CH2:37][OH:38])[C@@H:17]([CH2:18]2)[N:16]1[C:14](=[O:15])[CH2:13][N:6]1[C:7]2[C:12](=[CH:11][CH:10]=[CH:9][CH:8]=2)[C:4]([C:1]([NH2:2])=[O:3])=[N:5]1)=[O:36].